The task is: Predict the product of the given reaction.. This data is from Forward reaction prediction with 1.9M reactions from USPTO patents (1976-2016). Given the reactants [I:1][C:2]1[CH:10]=[CH:9][C:5]([C:6](Cl)=[O:7])=[CH:4][CH:3]=1.[NH2:11][C:12]1[N:16]([C:17]([O:19][C:20]([CH3:23])([CH3:22])[CH3:21])=[O:18])[N:15]=[C:14]([CH2:24][CH2:25][C:26]2[CH:31]=[C:30]([O:32][CH3:33])[CH:29]=[C:28]([O:34][CH3:35])[CH:27]=2)[CH:13]=1.N1C=CC=CC=1, predict the reaction product. The product is: [CH3:33][O:32][C:30]1[CH:31]=[C:26]([CH:27]=[C:28]([O:34][CH3:35])[CH:29]=1)[CH2:25][CH2:24][C:14]1[CH:13]=[C:12]([NH:11][C:6](=[O:7])[C:5]2[CH:9]=[CH:10][C:2]([I:1])=[CH:3][CH:4]=2)[N:16]([C:17]([O:19][C:20]([CH3:22])([CH3:23])[CH3:21])=[O:18])[N:15]=1.